This data is from Catalyst prediction with 721,799 reactions and 888 catalyst types from USPTO. The task is: Predict which catalyst facilitates the given reaction. (1) Reactant: O.[OH-].[Li+].[Br:4][C:5]1[CH:14]=[CH:13][C:8]([C:9]([O:11]C)=[O:10])=[CH:7][C:6]=1[O:15][CH2:16][CH2:17][O:18][CH2:19][C:20]([F:23])([F:22])[F:21].C(OCC)(=O)C.Cl. Product: [Br:4][C:5]1[CH:14]=[CH:13][C:8]([C:9]([OH:11])=[O:10])=[CH:7][C:6]=1[O:15][CH2:16][CH2:17][O:18][CH2:19][C:20]([F:21])([F:23])[F:22]. The catalyst class is: 132. (2) Reactant: [NH2:1][C:2]1[C:6]([C:7]([O:9][CH2:10][CH3:11])=[O:8])=[CH:5][N:4]([CH2:12][C:13]2[CH:18]=[CH:17][CH:16]=[CH:15][CH:14]=2)[N:3]=1.[O:19]1[CH2:23][CH2:22][C:21](=O)[CH2:20]1.C(O[BH-](OC(=O)C)OC(=O)C)(=O)C.[Na+].C(O)(=O)C. Product: [C:13]1([CH2:12][N:4]2[CH:5]=[C:6]([C:7]([O:9][CH2:10][CH3:11])=[O:8])[C:2]([NH:1][CH:21]3[CH2:22][CH2:23][O:19][CH2:20]3)=[N:3]2)[CH:18]=[CH:17][CH:16]=[CH:15][CH:14]=1. The catalyst class is: 2. (3) Reactant: [CH2:1]([C:8]1([N:16]([CH3:18])[CH3:17])[CH2:13][CH2:12][CH:11]([NH:14][CH3:15])[CH2:10][CH2:9]1)[C:2]1[CH:7]=[CH:6][CH:5]=[CH:4][CH:3]=1.C(N(CC)CC)C.[C:26]([Cl:34])(=[O:33])[C:27]1[CH:32]=[CH:31][CH:30]=[CH:29][CH:28]=1.[OH-].[K+]. Product: [CH2:1]([C:8]1([N:16]([CH3:18])[CH3:17])[CH2:13][CH2:12][CH:11]([N:14]([CH3:15])[C:26](=[O:33])[C:27]2[CH:32]=[CH:31][CH:30]=[CH:29][CH:28]=2)[CH2:10][CH2:9]1)[C:2]1[CH:7]=[CH:6][CH:5]=[CH:4][CH:3]=1.[ClH:34].[CH2:1]([C:8]1([N:16]([CH3:18])[CH3:17])[CH2:13][CH2:12][CH:11]([N:14]([CH3:15])[C:26](=[O:33])[C:27]2[CH:32]=[CH:31][CH:30]=[CH:29][CH:28]=2)[CH2:10][CH2:9]1)[C:2]1[CH:7]=[CH:6][CH:5]=[CH:4][CH:3]=1. The catalyst class is: 808. (4) Reactant: Cl.[O:2]=[C:3]1[CH2:8][CH2:7][NH:6][CH2:5][CH:4]1[C:9]([O:11][CH2:12][CH3:13])=[O:10].[C:14](O[C:14]([O:16][C:17]([CH3:20])([CH3:19])[CH3:18])=[O:15])([O:16][C:17]([CH3:20])([CH3:19])[CH3:18])=[O:15].[OH-].[Na+].Cl. Product: [O:2]=[C:3]1[CH2:8][CH2:7][N:6]([C:14]([O:16][C:17]([CH3:20])([CH3:19])[CH3:18])=[O:15])[CH2:5][CH:4]1[C:9]([O:11][CH2:12][CH3:13])=[O:10]. The catalyst class is: 310. (5) Reactant: Cl[C:2]1[N:7]=[C:6]([CH2:8][O:9][C:10]2[CH:11]=[C:12]([C@H:16]([CH:22]3[CH2:24][CH2:23]3)[CH2:17][C:18]([O:20][CH3:21])=[O:19])[CH:13]=[CH:14][CH:15]=2)[CH:5]=[N:4][C:3]=1[C:25]1[CH:30]=[C:29]([O:31][CH3:32])[CH:28]=[CH:27][C:26]=1[F:33].[CH3:34][C:35]1[CH:36]=[C:37](B(O)O)[CH:38]=[C:39]([CH3:41])[CH:40]=1.C([O-])([O-])=O.[Cs+].[Cs+]. Product: [CH:22]1([C@@H:16]([C:12]2[CH:13]=[CH:14][CH:15]=[C:10]([O:9][CH2:8][C:6]3[CH:5]=[N:4][C:3]([C:25]4[CH:30]=[C:29]([O:31][CH3:32])[CH:28]=[CH:27][C:26]=4[F:33])=[C:2]([C:37]4[CH:38]=[C:39]([CH3:41])[CH:40]=[C:35]([CH3:34])[CH:36]=4)[N:7]=3)[CH:11]=2)[CH2:17][C:18]([O:20][CH3:21])=[O:19])[CH2:24][CH2:23]1. The catalyst class is: 117.